Dataset: Forward reaction prediction with 1.9M reactions from USPTO patents (1976-2016). Task: Predict the product of the given reaction. (1) The product is: [CH2:1]1[C:6]2([CH2:11][CH2:10][CH2:9][CH2:8][CH2:7]2)[CH2:5][CH2:4][N:3]([CH2:13][C:14]2[CH:19]=[CH:18][C:17]([CH2:20][C:21]#[N:22])=[CH:16][CH:15]=2)[CH2:2]1. Given the reactants [CH2:1]1[C:6]2([CH2:11][CH2:10][CH2:9][CH2:8][CH2:7]2)[CH2:5][CH2:4][NH:3][CH2:2]1.Br[CH2:13][C:14]1[CH:19]=[CH:18][C:17]([CH2:20][C:21]#[N:22])=[CH:16][CH:15]=1, predict the reaction product. (2) Given the reactants [CH3:1][C:2]1[CH:7]=[CH:6][C:5]([S:8]([O:11][CH2:12][C@H:13]2[CH:22]=[CH:21][C:20]3[C:15](=[C:16]([C:24]4[CH:29]=[CH:28][C:27]([Cl:30])=[CH:26][C:25]=4[Cl:31])[C:17]([F:23])=[CH:18][CH:19]=3)[O:14]2)(=[O:10])=[O:9])=[CH:4][CH:3]=1, predict the reaction product. The product is: [CH3:1][C:2]1[CH:3]=[CH:4][C:5]([S:8]([O:11][CH2:12][C@H:13]2[CH2:22][CH2:21][C:20]3[C:15](=[C:16]([C:24]4[CH:29]=[CH:28][C:27]([Cl:30])=[CH:26][C:25]=4[Cl:31])[C:17]([F:23])=[CH:18][CH:19]=3)[O:14]2)(=[O:10])=[O:9])=[CH:6][CH:7]=1.